From a dataset of Forward reaction prediction with 1.9M reactions from USPTO patents (1976-2016). Predict the product of the given reaction. The product is: [N:5]1[C:6]2[CH:7]=[CH:8][CH:9]=[CH:10][C:11]=2[NH:12][CH:4]=1.[CH3:61][O:63][C:64]([N:48]=[C:47]([C:49]1[CH:54]=[CH:53][CH:52]=[CH:51][C:50]=1[C:55]1[CH:60]=[CH:59][CH:58]=[CH:57][CH:56]=1)[O:46][CH2:44][CH3:45])=[O:65]. Given the reactants CCO[C:4]1[N:12](CC2C=CC(C3C=CC=CC=3C3N=C(O)ON=3)=CC=2)[C:11]2[C:10](C(O)=O)=[CH:9][CH:8]=[CH:7][C:6]=2[N:5]=1.N1C2C=CC=CC=2NC=1.[CH2:44]([O:46][C:47]([C:49]1[CH:54]=[CH:53][CH:52]=[CH:51][C:50]=1[C:55]1[CH:60]=[CH:59][CH:58]=[CH:57][CH:56]=1)=[NH:48])[CH3:45].[CH2:61]([O:63][C:64](Cl)=[O:65])C.CC1C=CC=C(C)N=1, predict the reaction product.